From a dataset of Catalyst prediction with 721,799 reactions and 888 catalyst types from USPTO. Predict which catalyst facilitates the given reaction. (1) Reactant: [CH2:1]([O:3][C:4]([C:6]1[O:7][C:8]2[CH:15]=[CH:14][CH:13]=[C:12]([OH:16])[C:9]=2[C:10]=1[CH3:11])=[O:5])[CH3:2].IC.[C:19]([O-])([O-])=O.[K+].[K+].CN(C=O)C. Product: [CH2:1]([O:3][C:4]([C:6]1[O:7][C:8]2[CH:15]=[CH:14][CH:13]=[C:12]([O:16][CH3:19])[C:9]=2[C:10]=1[CH3:11])=[O:5])[CH3:2]. The catalyst class is: 170. (2) Reactant: [CH2:1]([Li])[CH2:2][CH2:3][CH3:4].[Cl-].[Cl-].[C:8]1([CH3:15])[C:9]([CH3:14])=[CH:10][CH:11]=[CH:12][CH:13]=1.C([N-][CH:20]([CH3:22])[CH3:21])(C)C.[Li+].C(N[CH:28]([CH3:30])[CH3:29])(C)C.Cl.O1CC[CH2:34][CH2:33]1. Product: [CH2:1]1[C:29]2[C:4](=[CH:33][CH:34]=[CH:30][CH:28]=2)[CH:3]=[C:2]1[CH2:22][CH2:20][C:21]1[CH2:15][C:8]2[C:9]([CH:14]=1)=[CH:10][CH:11]=[CH:12][CH:13]=2. The catalyst class is: 81. (3) Reactant: Cl[CH2:2][CH2:3][N:4]=[C:5]=[O:6].[CH3:7][O:8][C:9]1[CH:16]=[CH:15][CH:14]=[CH:13][C:10]=1[CH2:11][NH2:12]. Product: [CH3:7][O:8][C:9]1[CH:16]=[CH:15][CH:14]=[CH:13][C:10]=1[CH2:11][NH:12][C:5]1[O:6][CH2:2][CH2:3][N:4]=1. The catalyst class is: 4.